This data is from Forward reaction prediction with 1.9M reactions from USPTO patents (1976-2016). The task is: Predict the product of the given reaction. (1) Given the reactants [N+]([O-])([O-])=O.[Ag+:5].[NH2:6][C:7]1[CH:15]=[CH:14][C:10]([C:11]([O-:13])=[O:12])=[CH:9][CH:8]=1.[Na+], predict the reaction product. The product is: [NH2:6][C:7]1[CH:15]=[CH:14][C:10]([C:11]([O-:13])=[O:12])=[CH:9][CH:8]=1.[Ag+:5]. (2) Given the reactants [Cl:1][C:2]1[CH:3]=[C:4]([NH:17][C:18]2[C:27]3[C:22](=[CH:23][CH:24]=[C:25]([NH2:28])[CH:26]=3)[N:21]=[CH:20][N:19]=2)[CH:5]=[CH:6][C:7]=1[O:8][CH2:9][C:10]1[CH:15]=[CH:14][CH:13]=[C:12]([F:16])[CH:11]=1.F[C:30](F)(F)[C:31](O)=O.[C:36](=[O:39])(O)[O-].[Na+], predict the reaction product. The product is: [NH2:17][CH:4]([C:31]1[CH:30]=[CH:2][CH:7]=[CH:6][CH:5]=1)[CH2:3][C:36]([NH:28][C:25]1[CH:26]=[C:27]2[C:22](=[CH:23][CH:24]=1)[N:21]=[CH:20][N:19]=[C:18]2[NH:17][C:4]1[CH:5]=[CH:6][C:7]([O:8][CH2:9][C:10]2[CH:15]=[CH:14][CH:13]=[C:12]([F:16])[CH:11]=2)=[C:2]([Cl:1])[CH:3]=1)=[O:39]. (3) Given the reactants O.C1(C)C=CC(S(O)(=O)=O)=CC=1.[S:13]1[CH:17]=[C:16]([C:18]2[S:22][C:21]3[CH:23](O)[CH:24]([CH3:26])[CH2:25][C:20]=3[C:19]=2[C:28]2[C:29]3[CH:36]=[CH:35][CH:34]=[CH:33][C:30]=3[S:31][CH:32]=2)[C:15]2[CH:37]=[CH:38][CH:39]=[CH:40][C:14]1=2.O, predict the reaction product. The product is: [S:13]1[CH:17]=[C:16]([C:18]2[S:22][C:21]3[CH:23]=[C:24]([CH3:26])[CH2:25][C:20]=3[C:19]=2[C:28]2[C:29]3[CH:36]=[CH:35][CH:34]=[CH:33][C:30]=3[S:31][CH:32]=2)[C:15]2[CH:37]=[CH:38][CH:39]=[CH:40][C:14]1=2. (4) Given the reactants [CH:1]([C:3]1[CH:4]=[CH:5][C:6]2[N:7]([C:9]([C:12]3[CH:17]=[CH:16][N:15]=[CH:14][CH:13]=3)=[CH:10][N:11]=2)[CH:8]=1)=C.N1C(C)=CC=CC=1C.[O:26]1CCOCC1.O, predict the reaction product. The product is: [N:15]1[CH:16]=[CH:17][C:12]([C:9]2[N:7]3[CH:8]=[C:3]([CH:1]=[O:26])[CH:4]=[CH:5][C:6]3=[N:11][CH:10]=2)=[CH:13][CH:14]=1. (5) Given the reactants C(N(CC)CC)C.[NH2:8][C:9]1[C:17]2[C:12](=[N:13][CH:14]=[C:15]([Cl:32])[C:16]=2[N:18]2[CH2:23][CH2:22][CH2:21][C@@H:20]([NH:24][C:25](=[O:31])[O:26][C:27]([CH3:30])([CH3:29])[CH3:28])[CH2:19]2)[NH:11][CH:10]=1.[CH3:33][CH:34]([CH3:39])[CH2:35][C:36](Cl)=[O:37].CC#N.O, predict the reaction product. The product is: [Cl:32][C:15]1[C:16]([N:18]2[CH2:23][CH2:22][CH2:21][C@@H:20]([NH:24][C:25](=[O:31])[O:26][C:27]([CH3:28])([CH3:29])[CH3:30])[CH2:19]2)=[C:17]2[C:9]([NH:8][C:36](=[O:37])[CH2:35][CH:34]([CH3:39])[CH3:33])=[CH:10][NH:11][C:12]2=[N:13][CH:14]=1. (6) Given the reactants [C:1]([N:4]1[CH2:9][CH2:8][N:7]([C:10]2[N:15]=[C:14]([O:16][CH2:17][CH2:18][O:19]CC3C=CC=CC=3)[C:13]([NH:27][C:28]([C:30]3[C:34]4[C:35](=[O:49])[N:36]([CH2:39][CH2:40][O:41]CC5C=CC=CC=5)[CH2:37][CH2:38][C:33]=4[O:32][CH:31]=3)=[O:29])=[CH:12][CH:11]=2)[CH2:6][CH2:5]1)(=[O:3])[CH3:2].C(N1CCN(C2N=C(OCC)C(NC(C3C4C(=O)N(CCOCC5C=CC=CC=5)CCC=4OC=3)=O)=CC=2)CC1)(=O)C, predict the reaction product. The product is: [C:1]([N:4]1[CH2:5][CH2:6][N:7]([C:10]2[N:15]=[C:14]([O:16][CH2:17][CH2:18][OH:19])[C:13]([NH:27][C:28]([C:30]3[C:34]4[C:35](=[O:49])[N:36]([CH2:39][CH2:40][OH:41])[CH2:37][CH2:38][C:33]=4[O:32][CH:31]=3)=[O:29])=[CH:12][CH:11]=2)[CH2:8][CH2:9]1)(=[O:3])[CH3:2].